From a dataset of Full USPTO retrosynthesis dataset with 1.9M reactions from patents (1976-2016). Predict the reactants needed to synthesize the given product. Given the product [Br:13][C:14]1[CH:15]=[CH:16][C:17]([CH3:23])=[C:18]([CH2:19][C:10]2[S:9][C:8]([C:4]3[CH:5]=[CH:6][CH:7]=[C:2]([Cl:1])[CH:3]=3)=[CH:12][CH:11]=2)[CH:22]=1, predict the reactants needed to synthesize it. The reactants are: [Cl:1][C:2]1[CH:3]=[C:4]([C:8]2[S:9][CH:10]=[CH:11][CH:12]=2)[CH:5]=[CH:6][CH:7]=1.[Br:13][C:14]1[CH:15]=[CH:16][C:17]([CH3:23])=[C:18]([CH:22]=1)[C:19](O)=O.